From a dataset of Peptide-MHC class I binding affinity with 185,985 pairs from IEDB/IMGT. Regression. Given a peptide amino acid sequence and an MHC pseudo amino acid sequence, predict their binding affinity value. This is MHC class I binding data. (1) The peptide sequence is RIGGVLIFR. The MHC is HLA-A02:06 with pseudo-sequence HLA-A02:06. The binding affinity (normalized) is 0.0847. (2) The MHC is HLA-B08:01 with pseudo-sequence HLA-B08:01. The peptide sequence is NKKYRCMAL. The binding affinity (normalized) is 0.942. (3) The peptide sequence is TTRAVNMEV. The MHC is HLA-A02:03 with pseudo-sequence HLA-A02:03. The binding affinity (normalized) is 0.0847. (4) The MHC is HLA-B58:01 with pseudo-sequence HLA-B58:01. The peptide sequence is LVMAPRTVL. The binding affinity (normalized) is 0.0847. (5) The peptide sequence is FTSAICSVVR. The MHC is HLA-A02:02 with pseudo-sequence HLA-A02:02. The binding affinity (normalized) is 0.693. (6) The peptide sequence is YHSNVKEL. The MHC is Patr-A0401 with pseudo-sequence Patr-A0401. The binding affinity (normalized) is 0. (7) The peptide sequence is KLVAMGINAV. The MHC is HLA-A02:03 with pseudo-sequence HLA-A02:03. The binding affinity (normalized) is 0.920. (8) The peptide sequence is SRHGFEMI. The MHC is H-2-Kb with pseudo-sequence H-2-Kb. The binding affinity (normalized) is 0.0735. (9) The peptide sequence is DVKVLAARLK. The MHC is HLA-A33:01 with pseudo-sequence HLA-A33:01. The binding affinity (normalized) is 0.212. (10) The MHC is Mamu-A01 with pseudo-sequence Mamu-A01. The peptide sequence is MSAEVAELY. The binding affinity (normalized) is 0.272.